Predict the reactants needed to synthesize the given product. From a dataset of Full USPTO retrosynthesis dataset with 1.9M reactions from patents (1976-2016). Given the product [CH3:23][O:22][C:16]1[CH:21]=[CH:20][C:19]([C:8]([C:5]2[CH:6]=[CH:7][C:2]([Cl:1])=[CH:3][CH:4]=2)([Cl:14])[Cl:13])=[CH:18][CH:17]=1, predict the reactants needed to synthesize it. The reactants are: [Cl:1][C:2]1[CH:7]=[CH:6][C:5]([C:8](F)(F)F)=[CH:4][CH:3]=1.[Al+3].[Cl-:13].[Cl-:14].[Cl-].[C:16]1([O:22][CH3:23])[CH:21]=[CH:20][CH:19]=[CH:18][CH:17]=1.C(C1C=CC=CC=1)(=O)C1C=CC=CC=1.